This data is from Forward reaction prediction with 1.9M reactions from USPTO patents (1976-2016). The task is: Predict the product of the given reaction. (1) The product is: [Cl:28][C:25]1[CH:26]=[CH:27][C:22]([CH:15]([C:16]2[CH:17]=[CH:18][CH:19]=[CH:20][CH:21]=2)[NH:14][C:12](=[O:13])[CH2:11][C:8]2[CH:9]=[CH:10][C:4]3[O:3][C:2]([C:34]4[CH:35]=[N:30][CH:31]=[N:32][CH:33]=4)=[CH:6][C:5]=3[CH:7]=2)=[C:23]([CH3:29])[CH:24]=1. Given the reactants Br[C:2]1[O:3][C:4]2[CH:10]=[CH:9][C:8]([CH2:11][C:12]([NH:14][CH:15]([C:22]3[CH:27]=[CH:26][C:25]([Cl:28])=[CH:24][C:23]=3[CH3:29])[C:16]3[CH:21]=[CH:20][CH:19]=[CH:18][CH:17]=3)=[O:13])=[CH:7][C:5]=2[CH:6]=1.[N:30]1[CH:35]=[C:34](B(O)O)[CH:33]=[N:32][CH:31]=1.C([O-])([O-])=O.[K+].[K+].O, predict the reaction product. (2) Given the reactants C(=O)([O-])[O-].[Ca+2].[C:6](Cl)(Cl)=[S:7].ClCCl.O.[Cl:14][C:15]1[CH:16]=[C:17]([CH:19]=[C:20]([Cl:23])[C:21]=1[Cl:22])[NH2:18].Cl, predict the reaction product. The product is: [Cl:14][C:15]1[CH:16]=[C:17]([N:18]=[C:6]=[S:7])[CH:19]=[C:20]([Cl:23])[C:21]=1[Cl:22]. (3) Given the reactants [CH2:1]([O:8][C:9]1[CH:10]=[C:11]([CH:15]=[C:16]([O:26][CH2:27][C:28]2[CH:33]=[CH:32][CH:31]=[CH:30][CH:29]=2)[C:17]=1[O:18][CH2:19][C:20]1[CH:25]=[CH:24][CH:23]=[CH:22][CH:21]=1)[C:12]([OH:14])=O)[C:2]1[CH:7]=[CH:6][CH:5]=[CH:4][CH:3]=1.[CH3:34][O:35][C:36]1[CH:47]=[C:46]2[C:39]([NH:40][CH:41]=[C:42]2[CH2:43][CH2:44][NH2:45])=[CH:38][CH:37]=1.C(Cl)CCl.CO, predict the reaction product. The product is: [CH2:27]([O:26][C:16]1[CH:15]=[C:11]([CH:10]=[C:9]([O:8][CH2:1][C:2]2[CH:3]=[CH:4][CH:5]=[CH:6][CH:7]=2)[C:17]=1[O:18][CH2:19][C:20]1[CH:21]=[CH:22][CH:23]=[CH:24][CH:25]=1)[C:12]([NH:45][CH2:44][CH2:43][C:42]1[C:46]2[C:39](=[CH:38][CH:37]=[C:36]([O:35][CH3:34])[CH:47]=2)[NH:40][CH:41]=1)=[O:14])[C:28]1[CH:29]=[CH:30][CH:31]=[CH:32][CH:33]=1.